From a dataset of Forward reaction prediction with 1.9M reactions from USPTO patents (1976-2016). Predict the product of the given reaction. Given the reactants [F:1][C:2]1[CH:3]=[C:4]([CH:7]=[CH:8][C:9]=1[CH3:10])[CH:5]=[O:6].[N+:11]([CH:13](S(C1C=CC(C)=CC=1)(=O)=O)[CH3:14])#[C-:12].C([O-])([O-])=O.[K+].[K+], predict the reaction product. The product is: [F:1][C:2]1[CH:3]=[C:4]([C:5]2[O:6][CH:12]=[N:11][C:13]=2[CH3:14])[CH:7]=[CH:8][C:9]=1[CH3:10].